This data is from Catalyst prediction with 721,799 reactions and 888 catalyst types from USPTO. The task is: Predict which catalyst facilitates the given reaction. (1) Reactant: [Br:1][C:2]1[CH:20]=[CH:19][C:18]([N+:21]([O-])=O)=[CH:17][C:3]=1[CH2:4][N:5]([CH3:16])[C:6](=[O:15])[O:7][CH2:8][C:9]1[CH:14]=[CH:13][CH:12]=[CH:11][CH:10]=1.[Cl-].[NH4+]. Product: [NH2:21][C:18]1[CH:19]=[CH:20][C:2]([Br:1])=[C:3]([CH:17]=1)[CH2:4][N:5]([CH3:16])[C:6](=[O:15])[O:7][CH2:8][C:9]1[CH:14]=[CH:13][CH:12]=[CH:11][CH:10]=1. The catalyst class is: 284. (2) Reactant: C1(C)C=CC=CC=1.[CH3:8][C:9]1[C:20]([NH:21][C:22](=[O:24])[CH3:23])=[CH:19][C:12]2[CH2:13][CH2:14][CH2:15][C:16](=[O:18])[CH2:17][C:11]=2[CH:10]=1.S(O)(C1C=CC(C)=CC=1)(=O)=O.[CH2:36](O)[CH2:37][OH:38]. Product: [CH3:8][C:9]1[C:20]([NH:21][C:22](=[O:24])[CH3:23])=[CH:19][C:12]2[CH2:13][CH2:14][CH2:15][C:16]3([CH2:17][C:11]=2[CH:10]=1)[O:38][CH2:37][CH2:36][O:18]3. The catalyst class is: 25. (3) Reactant: [NH:1]1[CH2:4][CH:3]([N:5]2[CH2:10][CH2:9][N:8]([C:11]([C:13]3[S:14][CH:15]=[CH:16][N:17]=3)=[O:12])[CH2:7][CH2:6]2)[CH2:2]1.CN(C(ON1N=NC2C=CC=NC1=2)=[N+](C)C)C.F[P-](F)(F)(F)(F)F.CCN(CC)CC.[F:49][C:50]1[CH:55]=[CH:54][C:53]([N:56]2[C:60]3[CH:61]=[CH:62][C:63]([C:65](O)=[O:66])=[CH:64][C:59]=3[N:58]=[CH:57]2)=[CH:52][CH:51]=1. Product: [F:49][C:50]1[CH:51]=[CH:52][C:53]([N:56]2[C:60]3[CH:61]=[CH:62][C:63]([C:65]([N:1]4[CH2:2][CH:3]([N:5]5[CH2:6][CH2:7][N:8]([C:11]([C:13]6[S:14][CH:15]=[CH:16][N:17]=6)=[O:12])[CH2:9][CH2:10]5)[CH2:4]4)=[O:66])=[CH:64][C:59]=3[N:58]=[CH:57]2)=[CH:54][CH:55]=1. The catalyst class is: 34. (4) Reactant: [Cl:1][C:2]1[CH:7]=[CH:6][C:5]([C:8]2[S:29][C:11]3[C:12](=[O:28])[N:13]([C:16]4[CH:17]=[N:18][C:19]([N:22]5[CH2:26][CH2:25][C@H:24]([OH:27])[CH2:23]5)=[CH:20][CH:21]=4)[CH2:14][CH2:15][C:10]=3[CH:9]=2)=[CH:4][CH:3]=1.CCN(CC)CC.[CH3:37][S:38](Cl)(=[O:40])=[O:39]. Product: [Cl:1][C:2]1[CH:7]=[CH:6][C:5]([C:8]2[S:29][C:11]3[C:12](=[O:28])[N:13]([C:16]4[CH:21]=[CH:20][C:19]([N:22]5[CH2:26][CH2:25][C@H:24]([O:27][S:38]([CH3:37])(=[O:40])=[O:39])[CH2:23]5)=[N:18][CH:17]=4)[CH2:14][CH2:15][C:10]=3[CH:9]=2)=[CH:4][CH:3]=1. The catalyst class is: 2. (5) Reactant: CO[C:3]1(C2C=CC=CC=2)[O:7][C:6](=[O:8])[CH:5]([CH:9]([C:14]([N:16]2[CH2:20][CH2:19][CH2:18][C@H:17]2[C:21]([O:23][C:24]([CH3:27])([CH3:26])[CH3:25])=[O:22])=[O:15])[CH2:10][CH2:11][CH2:12][CH3:13])[O:4]1.C[O-].[Na+]. Product: [CH2:10]([C@@H:9]([C:14]([N:16]1[CH2:20][CH2:19][CH2:18][C@H:17]1[C:21]([O:23][C:24]([CH3:25])([CH3:27])[CH3:26])=[O:22])=[O:15])[C@H:5]([OH:4])[C:6]([O:7][CH3:3])=[O:8])[CH2:11][CH2:12][CH3:13]. The catalyst class is: 5. (6) Reactant: [NH2:1][C@@H:2]([C:6]([OH:8])=[O:7])[C@H:3]([CH3:5])[OH:4].C([O-])(O)=O.[Na+].[C:14](=O)([O-:35])[O:15][C:16]1C(C)=C(C2C=CC(C3CCCCC3)=CC=2)C=CN=1.[CH:37]1([C:43]2[CH:48]=[CH:47][C:46](C3C=CN(C([O-])=O)C(=O)C=3C)=[CH:45][CH:44]=2)[CH2:42][CH2:41][CH2:40][CH2:39][CH2:38]1. Product: [CH:37]1([C:43]2[CH:44]=[CH:45][C:46]([N:1]([C:14]([O:15][CH3:16])=[O:35])[C@H:2]([C@@H:3]([OH:4])[CH3:5])[C:6]([OH:8])=[O:7])=[CH:47][CH:48]=2)[CH2:38][CH2:39][CH2:40][CH2:41][CH2:42]1. The catalyst class is: 90. (7) Reactant: [CH2:1]([O:8][C:9]1[CH:10]=[CH:11][CH:12]=[C:13]2[C:18]=1[N:17]=[C:16]([CH3:19])[CH:15]=[C:14]2Cl)[C:2]1[CH:7]=[CH:6][CH:5]=[CH:4][CH:3]=1.C(=O)([O-])[O-:22].[K+].[K+].O.[OH-].[Na+]. Product: [CH2:1]([O:8][C:9]1[CH:10]=[CH:11][CH:12]=[C:13]2[C:18]=1[N:17]=[C:16]([CH3:19])[CH:15]=[C:14]2[OH:22])[C:2]1[CH:7]=[CH:6][CH:5]=[CH:4][CH:3]=1. The catalyst class is: 16. (8) Reactant: C[O:2][C:3]([C:5]1[C:14]2[C:9](=[C:10]([Br:17])[C:11]([O:15]C)=[CH:12][CH:13]=2)[N:8]=[C:7]([C:18]2[CH:23]=[CH:22][CH:21]=[CH:20][CH:19]=2)[C:6]=1[CH2:24][N:25]1[CH2:30][CH2:29][CH:28]([N:31]2[CH2:36][CH2:35][CH2:34][CH2:33][CH2:32]2)[CH2:27][CH2:26]1)=[O:4]. Product: [BrH:17].[N:31]1([CH:28]2[CH2:29][CH2:30][N:25]([CH2:24][C:6]3[C:7]([C:18]4[CH:19]=[CH:20][CH:21]=[CH:22][CH:23]=4)=[N:8][C:9]4[C:14]([C:5]=3[C:3]([OH:4])=[O:2])=[CH:13][CH:12]=[C:11]([OH:15])[C:10]=4[Br:17])[CH2:26][CH2:27]2)[CH2:32][CH2:33][CH2:34][CH2:35][CH2:36]1. The catalyst class is: 201.